This data is from Forward reaction prediction with 1.9M reactions from USPTO patents (1976-2016). The task is: Predict the product of the given reaction. (1) Given the reactants CNCCC(C1C=CC=CC=1)C1C2C(=NC=CC=2)NC=1.CC(OC(OC(OC(C)(C)C)=O)=O)(C)C.[C:36]([O:40][C:41](=[O:62])[N:42]([CH3:61])[CH2:43][CH2:44][CH:45]([C:55]1[CH:60]=[CH:59][CH:58]=[CH:57][CH:56]=1)[C:46]1[C:54]2[C:49](=[N:50][CH:51]=[CH:52][CH:53]=2)[NH:48][CH:47]=1)([CH3:39])([CH3:38])[CH3:37], predict the reaction product. The product is: [C:36]([O:40][C:41](=[O:62])[N:42]([CH3:61])[CH2:43][CH2:44][C@H:45]([C:55]1[CH:56]=[CH:57][CH:58]=[CH:59][CH:60]=1)[C:46]1[C:54]2[C:49](=[N:50][CH:51]=[CH:52][CH:53]=2)[NH:48][CH:47]=1)([CH3:39])([CH3:38])[CH3:37]. (2) Given the reactants [CH2:1]1[C:9]2[C:4](=[CH:5][C:6]([NH:10][C:11](=[O:13])[CH3:12])=[CH:7][CH:8]=2)[CH2:3][CH2:2]1.[OH2:14], predict the reaction product. The product is: [O:14]=[C:1]1[C:9]2[C:4](=[CH:5][C:6]([NH:10][C:11](=[O:13])[CH3:12])=[CH:7][CH:8]=2)[CH2:3][CH2:2]1. (3) Given the reactants FC1C2C3N=CC([C:32]4[N:36]([CH3:37])[N:35]=[N:34][C:33]=4[CH3:38])=CC=3N([C@@H](C3CCOCC3)C3C=CC=CC=3)C=2C(S(C)(=O)=O)=CC=1.Br[C:40]1[CH:52]=[N:51][C:50]2[C:49]3[C:48]([O:53][CH3:54])=[CH:47][CH:46]=[C:45]([S:55]([CH3:58])(=[O:57])=[O:56])[C:44]=3[N:43]([C@H:59]([C:66]3[CH:71]=[CH:70][C:69]([F:72])=[CH:68][CH:67]=3)[CH:60]3[CH2:65][CH2:64][O:63][CH2:62][CH2:61]3)[C:42]=2[CH:41]=1, predict the reaction product. The product is: [F:72][C:69]1[CH:68]=[CH:67][C:66]([C@H:59]([CH:60]2[CH2:65][CH2:64][O:63][CH2:62][CH2:61]2)[N:43]2[C:44]3[C:45]([S:55]([CH3:58])(=[O:56])=[O:57])=[CH:46][CH:47]=[C:48]([O:53][CH3:54])[C:49]=3[C:50]3[N:51]=[CH:52][C:40]([C:32]4[N:36]([CH3:37])[N:35]=[N:34][C:33]=4[CH3:38])=[CH:41][C:42]2=3)=[CH:71][CH:70]=1. (4) Given the reactants CO[C:3](=[O:18])[C:4]1[CH:9]=[CH:8][C:7]([O:10][CH2:11][C:12]2[CH:17]=[CH:16][CH:15]=[CH:14][N:13]=2)=[CH:6][CH:5]=1.[CH3:19][C@@H:20]1[CH2:24][CH2:23][CH2:22][N:21]1[CH2:25][C@@H:26]1[CH2:30][CH2:29][CH2:28][NH:27]1, predict the reaction product. The product is: [CH3:19][C@@H:20]1[CH2:24][CH2:23][CH2:22][N:21]1[CH2:25][C@@H:26]1[CH2:30][CH2:29][CH2:28][N:27]1[C:3]([C:4]1[CH:5]=[CH:6][C:7]([O:10][CH2:11][C:12]2[CH:17]=[CH:16][CH:15]=[CH:14][N:13]=2)=[CH:8][CH:9]=1)=[O:18].